This data is from Reaction yield outcomes from USPTO patents with 853,638 reactions. The task is: Predict the reaction yield, written as a fraction of the theoretical maximum amount of product (1.0 means a 100% yield; for example, 0.34 means a 34% yield). (1) The reactants are [CH2:1]([O:3][C:4]([C:6]1[C:15](=[O:16])[C:14]2[C:9](=[C:10](Br)[CH:11]=[CH:12][C:13]=2[O:17][CH3:18])[NH:8][CH:7]=1)=[O:5])[CH3:2].C([O-])(=O)C.[Na+]. The catalyst is C(O)(=O)C.[Pd]. The product is [CH2:1]([O:3][C:4]([C:6]1[C:15](=[O:16])[C:14]2[C:9](=[CH:10][CH:11]=[CH:12][C:13]=2[O:17][CH3:18])[NH:8][CH:7]=1)=[O:5])[CH3:2]. The yield is 0.570. (2) The reactants are [Cl:1][C:2]1[CH:11]=[C:10]2[C:5]([CH:6]=[CH:7]O[C:9]2=[O:12])=[CH:4][CH:3]=1.[NH2:13][C@@H:14]([CH2:22][CH3:23])[C:15]([O:17][C:18]([CH3:21])([CH3:20])[CH3:19])=[O:16]. No catalyst specified. The product is [C:18]([O:17][C:15](=[O:16])[CH:14]([N:13]1[CH:7]([NH:13][CH:14]([C:15]([O:17][C:18]([CH3:19])([CH3:21])[CH3:20])=[O:16])[CH2:22][CH3:23])[CH2:6][C:5]2[C:10](=[CH:11][C:2]([Cl:1])=[CH:3][CH:4]=2)[C:9]1=[O:12])[CH2:22][CH3:23])([CH3:19])([CH3:21])[CH3:20]. The yield is 0.640. (3) The reactants are [Cl:1][C:2]1[N:7]([CH2:8][C:9]2[CH:16]=[CH:15][CH:14]=[CH:13][C:10]=2[C:11]#[N:12])[C:6](=[O:17])[NH:5][C:4](=[O:18])[CH:3]=1.[H-].[Na+].[Li+].[Br-].I[CH3:24]. The catalyst is CN(C=O)C.C1COCC1. The product is [Cl:1][C:2]1[N:7]([CH2:8][C:9]2[CH:16]=[CH:15][CH:14]=[CH:13][C:10]=2[C:11]#[N:12])[C:6](=[O:17])[N:5]([CH3:24])[C:4](=[O:18])[CH:3]=1. The yield is 0.720. (4) The reactants are [CH3:1][N:2]([CH:28]1[C:37]2[N:36]=[CH:35][CH:34]=[CH:33][C:32]=2[CH2:31][CH2:30][CH2:29]1)[CH2:3][C:4](NC1C=CC=CC=1N[C@H]1CC[C@H](NC(=O)OC(C)(C)C)CC1)=[O:5].[NH2:38][C:39]1[CH:44]=[CH:43][CH:42]=[CH:41][C:40]=1[NH:45][CH2:46][CH2:47][C:48]1[CH:49]=[N:50][CH:51]=[CH:52][CH:53]=1.CN(C1C2N=CC=CC=2CCC1)CC(O)=O. No catalyst specified. The product is [CH3:1][N:2]([CH:28]1[C:37]2[N:36]=[CH:35][CH:34]=[CH:33][C:32]=2[CH2:31][CH2:30][CH2:29]1)[CH2:3][C:4]([NH:38][C:39]1[CH:44]=[CH:43][CH:42]=[CH:41][C:40]=1[NH:45][CH2:46][CH2:47][C:48]1[CH:49]=[N:50][CH:51]=[CH:52][CH:53]=1)=[O:5]. The yield is 0.880. (5) The reactants are [Br:1][C:2]1[CH:3]=[CH:4][CH:5]=[C:6]2[C:22]=1[C:9]1([CH2:14][CH2:13][N:12](C(OC(C)(C)C)=O)[CH2:11][CH2:10]1)[CH2:8][CH:7]2[CH:23]([CH3:29])[C:24]([O:26][CH2:27][CH3:28])=[O:25]. The catalyst is C(O)(C(F)(F)F)=O. The product is [Br:1][C:2]1[CH:3]=[CH:4][CH:5]=[C:6]2[C:22]=1[C:9]1([CH2:10][CH2:11][NH:12][CH2:13][CH2:14]1)[CH2:8][CH:7]2[CH:23]([CH3:29])[C:24]([O:26][CH2:27][CH3:28])=[O:25]. The yield is 1.00. (6) The reactants are [CH2:1]([O:3][C:4](=[O:27])[CH2:5][N:6]([CH2:20][C:21]1[CH:26]=[CH:25][CH:24]=[CH:23][CH:22]=1)[CH2:7][C:8]1[O:9][CH:10]=[C:11]([C:13]2[CH:18]=[CH:17][C:16](Br)=[CH:15][CH:14]=2)[N:12]=1)[CH3:2].Cl.[CH3:29][NH:30][CH2:31][C:32]1[CH:37]=[CH:36][C:35]([CH:38]([CH2:42][CH2:43][CH3:44])[CH2:39][CH2:40][CH3:41])=[CH:34][CH:33]=1.C1C=CC(P(C2C=CC3C(=CC=CC=3)C=2C2C3C(=CC=CC=3)C=CC=2P(C2C=CC=CC=2)C2C=CC=CC=2)C2C=CC=CC=2)=CC=1.C(=O)([O-])[O-].[Cs+].[Cs+].O1CCN(C2C=CC(N)=CC=2)CC1. The catalyst is O1CCOCC1.C([O-])(=O)C.[Pd+2].C([O-])(=O)C. The product is [CH2:1]([O:3][C:4](=[O:27])[CH2:5][N:6]([CH2:20][C:21]1[CH:26]=[CH:25][CH:24]=[CH:23][CH:22]=1)[CH2:7][C:8]1[O:9][CH:10]=[C:11]([C:13]2[CH:18]=[CH:17][C:16]([N:30]([CH3:29])[CH2:31][C:32]3[CH:37]=[CH:36][C:35]([CH:38]([CH2:42][CH2:43][CH3:44])[CH2:39][CH2:40][CH3:41])=[CH:34][CH:33]=3)=[CH:15][CH:14]=2)[N:12]=1)[CH3:2]. The yield is 0.130. (7) The reactants are C([O-])(O)=O.[Na+].[ClH:6].Br[C:8]1[CH:9]=[C:10]([CH:13]=[CH:14][C:15]=1[F:16])[CH2:11][NH2:12].[N:17]1[CH:22]=[CH:21][C:20](B(O)O)=[CH:19][CH:18]=1.[F:26][C:27]([F:38])([F:37])[C:28](O[C:28](=[O:29])[C:27]([F:38])([F:37])[F:26])=[O:29]. The catalyst is ClCCl.[Pd](Cl)Cl.C1(P(C2C=CC=CC=2)[C-]2C=CC=C2)C=CC=CC=1.[C-]1(P(C2C=CC=CC=2)C2C=CC=CC=2)C=CC=C1.[Fe+2].O.C(O)(C)C. The product is [ClH:6].[F:26][C:27]([F:38])([F:37])[C:28]([NH:12][CH2:11][C:10]1[CH:13]=[CH:14][C:15]([F:16])=[C:8]([C:20]2[CH:21]=[CH:22][N:17]=[CH:18][CH:19]=2)[CH:9]=1)=[O:29]. The yield is 0.750.